This data is from M1 muscarinic receptor antagonist screen with 61,756 compounds. The task is: Binary Classification. Given a drug SMILES string, predict its activity (active/inactive) in a high-throughput screening assay against a specified biological target. (1) The compound is FC(F)(F)C1(N(C2CC1C=C2)C(=O)c1ccncc1)C(F)(F)F. The result is 0 (inactive). (2) The molecule is O=C(c1cc2[nH]c(nc2cc1)C)c1ccccc1. The result is 0 (inactive).